This data is from Full USPTO retrosynthesis dataset with 1.9M reactions from patents (1976-2016). The task is: Predict the reactants needed to synthesize the given product. (1) The reactants are: Cl.[F:2][C:3]([F:14])([F:13])[O:4][C:5]1[CH:10]=[CH:9][C:8]([NH:11][NH2:12])=[CH:7][CH:6]=1.[CH:15]([CH:17]([CH:23]=O)[C:18]([O:20][CH2:21][CH3:22])=[O:19])=O. Given the product [F:2][C:3]([F:13])([F:14])[O:4][C:5]1[CH:6]=[CH:7][C:8]([N:11]2[CH:23]=[C:17]([C:18]([O:20][CH2:21][CH3:22])=[O:19])[CH:15]=[N:12]2)=[CH:9][CH:10]=1, predict the reactants needed to synthesize it. (2) Given the product [NH2:1][C:2]1[C:11]2[N:10]=[CH:9][C:8]([CH2:12][OH:13])=[CH:7][C:6]=2[C:5]2[CH:17]=[CH:18][C:19]([CH3:21])=[CH:20][C:4]=2[N:3]=1, predict the reactants needed to synthesize it. The reactants are: [NH2:1][C:2]1[C:11]2[N:10]=[CH:9][C:8]([C:12](OCC)=[O:13])=[CH:7][C:6]=2[C:5]2[CH:17]=[CH:18][C:19]([CH3:21])=[CH:20][C:4]=2[N:3]=1.[Li+].[B-](CC)(CC)CC. (3) Given the product [CH2:78]([O:79][CH2:28][C:27]([NH:26][C:25]1[C:18]2[C:19](=[N:20][CH:21]=[CH:22][C:17]=2[N:14]2[CH2:13][CH2:12][N:11]([CH2:9][C:8]3[CH:63]=[CH:62][CH:66]=[CH:65][CH:32]=3)[CH2:16][CH2:15]2)[NH:23][CH:24]=1)=[O:31])[C:38]1[CH:39]=[CH:40][CH:41]=[CH:42][CH:43]=1, predict the reactants needed to synthesize it. The reactants are: ClC1C=CC([C@@H:8]([CH2:32]NC(C)C)[C:9]([N:11]2[CH2:16][CH2:15][N:14]([C:17]3[CH:22]=[CH:21][N:20]=[C:19]4[NH:23][CH:24]=[C:25]([NH:26][C:27](=[O:31])[CH2:28]CC)[C:18]=34)[CH2:13][CH2:12]2)=O)=CC=1.C(OCC(O)=O)[C:38]1[CH:43]=[CH:42][CH:41]=[CH:40][CH:39]=1.O=C1N([ClH]P([ClH]N2[CH2:63][CH2:62]OC2=O)=O)CCO1.[CH2:65](N(CC)CC)[CH3:66].C([O-])([O-])=O.[Na+].[Na+].[CH3:78][OH:79]. (4) The reactants are: [F:1][C:2]1[CH:7]=[CH:6][C:5]([CH2:8][CH:9]2[CH2:14][CH2:13][NH:12][CH2:11][CH2:10]2)=[CH:4][C:3]=1[N:15]1[CH2:20][CH2:19][N:18]([CH3:21])[CH2:17][CH2:16]1.Br[CH2:23][CH2:24][O:25][C:26]1[CH:35]=[CH:34][CH:33]=[C:32]2[C:27]=1[CH:28]=[CH:29][C:30]([C:36]([F:39])([F:38])[F:37])=[N:31]2. Given the product [F:1][C:2]1[CH:7]=[CH:6][C:5]([CH2:8][CH:9]2[CH2:10][CH2:11][N:12]([CH2:23][CH2:24][O:25][C:26]3[CH:35]=[CH:34][CH:33]=[C:32]4[C:27]=3[CH:28]=[CH:29][C:30]([C:36]([F:39])([F:37])[F:38])=[N:31]4)[CH2:13][CH2:14]2)=[CH:4][C:3]=1[N:15]1[CH2:20][CH2:19][N:18]([CH3:21])[CH2:17][CH2:16]1, predict the reactants needed to synthesize it. (5) Given the product [CH:19]([O:18][C:15]1[CH:16]=[CH:17][C:12]([C:10]([N:7]2[CH2:6][CH2:5][C:4]3([CH2:3][CH:2]([O:1][CH2:36][CH2:35][S:32]([CH3:31])(=[O:34])=[O:33])[C:30]4[C:25](=[CH:26][CH:27]=[CH:28][CH:29]=4)[O:24]3)[CH2:9][CH2:8]2)=[O:11])=[CH:13][C:14]=1[O:22][CH3:23])([CH3:20])[CH3:21], predict the reactants needed to synthesize it. The reactants are: [OH:1][CH:2]1[C:30]2[C:25](=[CH:26][CH:27]=[CH:28][CH:29]=2)[O:24][C:4]2([CH2:9][CH2:8][N:7]([C:10]([C:12]3[CH:17]=[CH:16][C:15]([O:18][CH:19]([CH3:21])[CH3:20])=[C:14]([O:22][CH3:23])[CH:13]=3)=[O:11])[CH2:6][CH2:5]2)[CH2:3]1.[CH3:31][S:32]([CH2:35][CH2:36]O)(=[O:34])=[O:33].Cl. (6) Given the product [CH:14]([N:12]1[CH:13]=[C:9]([C:4]2[C:5]([NH2:8])=[N:6][CH:7]=[C:2]([C:25]3[CH:26]=[CH:27][C:28]([CH2:29][N:30]4[CH2:35][CH2:34][O:33][CH2:32][CH2:31]4)=[CH:36][CH:37]=3)[CH:3]=2)[N:10]=[N:11]1)([CH3:16])[CH3:15], predict the reactants needed to synthesize it. The reactants are: Br[C:2]1[CH:3]=[C:4]([C:9]2[N:10]=[N:11][N:12]([CH:14]([CH3:16])[CH3:15])[CH:13]=2)[C:5]([NH2:8])=[N:6][CH:7]=1.CC1(C)C(C)(C)OB([C:25]2[CH:37]=[CH:36][C:28]([CH2:29][N:30]3[CH2:35][CH2:34][O:33][CH2:32][CH2:31]3)=[CH:27][CH:26]=2)O1.C([O-])([O-])=O.[Cs+].[Cs+].C(Cl)Cl. (7) Given the product [Cl:1][C:2]1[CH:7]=[CH:6][C:5]([CH:8]([C:29]2[CH:30]=[C:25]([NH:24][C:21](=[O:23])[CH3:22])[CH:26]=[CH:27][CH:28]=2)[CH2:9][C:10]([C:12]2[CH:13]=[CH:14][C:15](=[O:19])[N:16]([CH3:18])[CH:17]=2)=[O:11])=[C:4]([F:20])[CH:3]=1, predict the reactants needed to synthesize it. The reactants are: [Cl:1][C:2]1[CH:7]=[CH:6][C:5](/[CH:8]=[CH:9]/[C:10]([C:12]2[CH:13]=[CH:14][C:15](=[O:19])[N:16]([CH3:18])[CH:17]=2)=[O:11])=[C:4]([F:20])[CH:3]=1.[C:21]([NH:24][C:25]1[CH:26]=[C:27](B(O)O)[CH:28]=[CH:29][CH:30]=1)(=[O:23])[CH3:22].C(=O)([O-])O.[Na+].